This data is from Forward reaction prediction with 1.9M reactions from USPTO patents (1976-2016). The task is: Predict the product of the given reaction. Given the reactants [NH:1]1[CH2:6][CH2:5][NH:4][CH2:3][CH2:2]1.[C:7]([NH:10][C:11]1[N:12]=[C:13](C2N=CNN=2)[C:14]2[N:20]=[C:19]([C:21]3[CH:26]=[CH:25][C:24]([O:27][CH3:28])=[C:23]([O:29][CH3:30])[CH:22]=3)[CH:18]=[CH:17][C:15]=2[N:16]=1)(=[O:9])[CH3:8], predict the reaction product. The product is: [C:7]([NH:10][C:11]1[N:12]=[C:13]([N:1]2[CH2:6][CH2:5][NH:4][CH2:3][CH2:2]2)[C:14]2[N:20]=[C:19]([C:21]3[CH:26]=[CH:25][C:24]([O:27][CH3:28])=[C:23]([O:29][CH3:30])[CH:22]=3)[CH:18]=[CH:17][C:15]=2[N:16]=1)(=[O:9])[CH3:8].